This data is from Reaction yield outcomes from USPTO patents with 853,638 reactions. The task is: Predict the reaction yield, written as a fraction of the theoretical maximum amount of product (1.0 means a 100% yield; for example, 0.34 means a 34% yield). (1) The reactants are Cl[CH2:2][C:3]1[CH:4]=[C:5]([CH:11]=[CH:12][CH:13]=1)[C:6]([O:8][CH2:9][CH3:10])=[O:7].[C-:14]#[N:15].[Na+]. The catalyst is CSC.O. The product is [C:14]([CH2:2][C:3]1[CH:4]=[C:5]([CH:11]=[CH:12][CH:13]=1)[C:6]([O:8][CH2:9][CH3:10])=[O:7])#[N:15]. The yield is 0.890. (2) The reactants are [N+:1]([C:4]1[CH:27]=[CH:26][C:25]([N:28]2[CH2:33][CH2:32][CH2:31][CH2:30][CH2:29]2)=[CH:24][C:5]=1[C:6]([NH:8][C:9]1[CH:13]=[CH:12][N:11]([C:14]2[CH:19]=[CH:18][CH:17]=[C:16]([C:20]([F:23])([F:22])[F:21])[CH:15]=2)[N:10]=1)=[O:7])([O-])=O. The catalyst is CO.C(OCC)(=O)C.[Pd]. The product is [NH2:1][C:4]1[CH:27]=[CH:26][C:25]([N:28]2[CH2:33][CH2:32][CH2:31][CH2:30][CH2:29]2)=[CH:24][C:5]=1[C:6]([NH:8][C:9]1[CH:13]=[CH:12][N:11]([C:14]2[CH:19]=[CH:18][CH:17]=[C:16]([C:20]([F:22])([F:23])[F:21])[CH:15]=2)[N:10]=1)=[O:7]. The yield is 0.710.